From a dataset of Merck oncology drug combination screen with 23,052 pairs across 39 cell lines. Regression. Given two drug SMILES strings and cell line genomic features, predict the synergy score measuring deviation from expected non-interaction effect. (1) Drug 1: Nc1ccn(C2OC(CO)C(O)C2(F)F)c(=O)n1. Drug 2: CCc1cnn2c(NCc3ccc[n+]([O-])c3)cc(N3CCCCC3CCO)nc12. Cell line: UWB1289BRCA1. Synergy scores: synergy=-3.31. (2) Drug 1: CCC1(O)CC2CN(CCc3c([nH]c4ccccc34)C(C(=O)OC)(c3cc4c(cc3OC)N(C)C3C(O)(C(=O)OC)C(OC(C)=O)C5(CC)C=CCN6CCC43C65)C2)C1. Drug 2: Cn1cc(-c2cnn3c(N)c(Br)c(C4CCCNC4)nc23)cn1. Cell line: EFM192B. Synergy scores: synergy=3.13. (3) Drug 1: COC1=C2CC(C)CC(OC)C(O)C(C)C=C(C)C(OC(N)=O)C(OC)C=CC=C(C)C(=O)NC(=CC1=O)C2=O. Drug 2: Cn1c(=O)n(-c2ccc(C(C)(C)C#N)cc2)c2c3cc(-c4cnc5ccccc5c4)ccc3ncc21. Cell line: SKMEL30. Synergy scores: synergy=48.3. (4) Drug 1: N.N.O=C(O)C1(C(=O)O)CCC1.[Pt]. Drug 2: C=CCn1c(=O)c2cnc(Nc3ccc(N4CCN(C)CC4)cc3)nc2n1-c1cccc(C(C)(C)O)n1. Cell line: A375. Synergy scores: synergy=7.14. (5) Drug 1: CCC1=CC2CN(C1)Cc1c([nH]c3ccccc13)C(C(=O)OC)(c1cc3c(cc1OC)N(C)C1C(O)(C(=O)OC)C(OC(C)=O)C4(CC)C=CCN5CCC31C54)C2. Drug 2: COC1=C2CC(C)CC(OC)C(O)C(C)C=C(C)C(OC(N)=O)C(OC)C=CC=C(C)C(=O)NC(=CC1=O)C2=O. Cell line: UWB1289BRCA1. Synergy scores: synergy=-28.6. (6) Drug 1: COc1cc(C2c3cc4c(cc3C(OC3OC5COC(C)OC5C(O)C3O)C3COC(=O)C23)OCO4)cc(OC)c1O. Drug 2: CCc1cnn2c(NCc3ccc[n+]([O-])c3)cc(N3CCCCC3CCO)nc12. Cell line: A427. Synergy scores: synergy=-6.18. (7) Drug 1: CN(Cc1cnc2nc(N)nc(N)c2n1)c1ccc(C(=O)NC(CCC(=O)O)C(=O)O)cc1. Drug 2: O=C(NOCC(O)CO)c1ccc(F)c(F)c1Nc1ccc(I)cc1F. Cell line: KPL1. Synergy scores: synergy=-0.241.